Dataset: Catalyst prediction with 721,799 reactions and 888 catalyst types from USPTO. Task: Predict which catalyst facilitates the given reaction. (1) Reactant: [CH2:1]([N:8]1[CH2:12][CH2:11][CH:10]([C:13]2(O)[CH2:18][CH2:17][CH2:16][CH2:15][CH2:14]2)[C:9]1=[O:20])[C:2]1[CH:7]=[CH:6][CH:5]=[CH:4][CH:3]=1.O.C1(C)C=CC(S(O)(=O)=O)=CC=1. Product: [CH2:1]([N:8]1[CH2:12][CH2:11][CH:10]([C:13]2[CH2:18][CH2:17][CH2:16][CH2:15][CH:14]=2)[C:9]1=[O:20])[C:2]1[CH:7]=[CH:6][CH:5]=[CH:4][CH:3]=1. The catalyst class is: 11. (2) Reactant: [Br:1][C:2]1[CH:7]=[CH:6][C:5]([N+:8]([O-:10])=[O:9])=[CH:4][C:3]=1[O:11]C.C(Cl)Cl.B(Br)(Br)Br.OP([O-])(O)=O.[K+]. Product: [Br:1][C:2]1[CH:7]=[CH:6][C:5]([N+:8]([O-:10])=[O:9])=[CH:4][C:3]=1[OH:11]. The catalyst class is: 6. (3) Reactant: CO[C:3]([C:9]1[CH:14]=[CH:13][CH:12]=[CH:11][CH:10]=1)=[N:4][S:5]([CH3:8])(=[O:7])=[O:6].[O:15]1[C:19]2[CH:20]=[CH:21][CH:22]=[CH:23][C:18]=2[N:17]=[C:16]1[CH:24]([OH:40])[CH:25]([NH:28][C:29](=[O:39])[CH:30]([NH2:38])[CH2:31][CH:32]1[CH2:37][CH2:36][CH2:35][CH2:34][CH2:33]1)[CH2:26][CH3:27].C1CCN2C(=NCCC2)CC1. Product: [O:15]1[C:19]2[CH:20]=[CH:21][CH:22]=[CH:23][C:18]=2[N:17]=[C:16]1[CH:24]([OH:40])[CH:25]([NH:28][C:29](=[O:39])[CH:30]([NH:38][C:3](=[N:4][S:5]([CH3:8])(=[O:6])=[O:7])[C:9]1[CH:10]=[CH:11][CH:12]=[CH:13][CH:14]=1)[CH2:31][CH:32]1[CH2:37][CH2:36][CH2:35][CH2:34][CH2:33]1)[CH2:26][CH3:27]. The catalyst class is: 10. (4) Reactant: [N:1]([CH:4]1[C:10](=[O:11])[NH:9][C:8]2[CH:12]=[CH:13][C:14]([N:16]3[CH2:20][C@H:19]([CH2:21][O:22][C:23](=[O:27])[CH2:24][CH2:25][CH3:26])[O:18][C:17]3=[O:28])=[CH:15][C:7]=2[CH2:6][CH2:5]1)=[N+]=[N-]. Product: [NH2:1][CH:4]1[C:10](=[O:11])[NH:9][C:8]2[CH:12]=[CH:13][C:14]([N:16]3[CH2:20][C@H:19]([CH2:21][O:22][C:23](=[O:27])[CH2:24][CH2:25][CH3:26])[O:18][C:17]3=[O:28])=[CH:15][C:7]=2[CH2:6][CH2:5]1. The catalyst class is: 153. (5) Reactant: [Si:1]([O:8][CH2:9][CH2:10][O:11][C:12]1[CH:17]=[CH:16][N:15]=[C:14](Cl)[N:13]=1)([C:4]([CH3:7])([CH3:6])[CH3:5])([CH3:3])[CH3:2].[CH3:19][C:20]1[CH:21]=[C:22]([CH:24]=[C:25]([C:27]2[S:31][CH:30]=[N:29][CH:28]=2)[CH:26]=1)[NH2:23].C(=O)([O-])[O-].[Cs+].[Cs+].CC1(C)C2C(=C(P(C3C=CC=CC=3)C3C=CC=CC=3)C=CC=2)OC2C(P(C3C=CC=CC=3)C3C=CC=CC=3)=CC=CC1=2. Product: [Si:1]([O:8][CH2:9][CH2:10][O:11][C:12]1[CH:17]=[CH:16][N:15]=[C:14]([NH:23][C:22]2[CH:24]=[C:25]([C:27]3[S:31][CH:30]=[N:29][CH:28]=3)[CH:26]=[C:20]([CH3:19])[CH:21]=2)[N:13]=1)([C:4]([CH3:7])([CH3:6])[CH3:5])([CH3:3])[CH3:2]. The catalyst class is: 160. (6) Reactant: Cl[C:2]1[CH:3]=[CH:4][C:5]2[N:6]([C:8]([C:11]3[CH:16]=[CH:15][CH:14]=[CH:13][C:12]=3[F:17])=[N:9][N:10]=2)[N:7]=1.O.[SH-:19].[Na+]. Product: [F:17][C:12]1[CH:13]=[CH:14][CH:15]=[CH:16][C:11]=1[C:8]1[N:6]2[N:7]=[C:2]([SH:19])[CH:3]=[CH:4][C:5]2=[N:10][N:9]=1. The catalyst class is: 8. (7) Reactant: [CH3:1][O:2][C:3](=[O:13])[CH2:4][NH:5][CH2:6][CH:7]1[CH2:12][CH2:11][CH2:10][CH2:9][CH2:8]1.[C:14]([NH:21][C@H:22]([C:26](O)=[O:27])[CH:23]([CH3:25])[CH3:24])([O:16][C:17]([CH3:20])([CH3:19])[CH3:18])=[O:15].CCN(C(C)C)C(C)C.CN(C(ON1N=NC2C=CC=CC1=2)=[N+](C)C)C.F[P-](F)(F)(F)(F)F. Product: [CH3:1][O:2][C:3](=[O:13])[CH2:4][N:5]([C:26](=[O:27])[C@@H:22]([NH:21][C:14]([O:16][C:17]([CH3:18])([CH3:20])[CH3:19])=[O:15])[CH:23]([CH3:25])[CH3:24])[CH2:6][CH:7]1[CH2:12][CH2:11][CH2:10][CH2:9][CH2:8]1. The catalyst class is: 2. (8) The catalyst class is: 26. Reactant: [C:1](=[NH:14])([C:8]1[CH:13]=[CH:12][CH:11]=[CH:10][CH:9]=1)[C:2]1[CH:7]=[CH:6][CH:5]=[CH:4][CH:3]=1.N[CH:16]1[CH2:21][CH2:20][CH2:19][NH:18][C:17]1=[O:22]. Product: [C:1](=[N:14][CH:16]1[CH2:21][CH2:20][CH2:19][NH:18][C:17]1=[O:22])([C:8]1[CH:9]=[CH:10][CH:11]=[CH:12][CH:13]=1)[C:2]1[CH:7]=[CH:6][CH:5]=[CH:4][CH:3]=1. (9) Reactant: [OH-].[K+].[F:3][C:4]1[CH:5]=[C:6]([N:20]2[CH2:24][C@H:23]([CH2:25][NH:26][C:27](=[O:29])[CH3:28])[O:22][C:21]2=[O:30])[CH:7]=[C:8]([F:19])[C:9]=1[N:10]1[CH2:16][C:15](=[N:17][OH:18])[C:12]2([CH2:14][CH2:13]2)[CH2:11]1.[CH2:31](Br)[CH3:32]. Product: [F:3][C:4]1[CH:5]=[C:6]([N:20]2[CH2:24][C@H:23]([CH2:25][NH:26][C:27](=[O:29])[CH3:28])[O:22][C:21]2=[O:30])[CH:7]=[C:8]([F:19])[C:9]=1[N:10]1[CH2:16][C:15](=[N:17][O:18][CH2:31][CH3:32])[C:12]2([CH2:13][CH2:14]2)[CH2:11]1. The catalyst class is: 3. (10) Reactant: [CH2:1]([O:3][C:4]([C@@H:6]1[CH2:10][CH2:9][CH:8]([CH:11]=[CH2:12])[N:7]1C(OC(C)(C)C)=O)=[O:5])[CH3:2].[Si](OS(C(F)(F)F)(=O)=O)(C)(C)C.C([O-])(O)=O.[Na+].O. Product: [CH2:1]([O:3][C:4]([C@@H:6]1[CH2:10][CH2:9][CH:8]([CH:11]=[CH2:12])[NH:7]1)=[O:5])[CH3:2]. The catalyst class is: 158.